This data is from Forward reaction prediction with 1.9M reactions from USPTO patents (1976-2016). The task is: Predict the product of the given reaction. (1) Given the reactants [C:1]([C@H:5]1[CH2:10][CH2:9][C@H:8]([O:11][C:12]2[C:13]([C:29]3[CH:34]=[CH:33][C:32]([O:35][C:36](F)(F)F)=[CH:31][CH:30]=3)=[C:14]3[C:19](=[CH:20][CH:21]=2)[CH:18]=[C:17]([C@:22]2([CH3:28])[CH2:26][O:25][C:24](=[O:27])[NH:23]2)[CH:16]=[CH:15]3)[CH2:7][CH2:6]1)([CH3:4])([CH3:3])[CH3:2].[CH2:40](OC1C=CC(B(O)O)=CC=1)C, predict the reaction product. The product is: [C:1]([C@H:5]1[CH2:10][CH2:9][C@H:8]([O:11][C:12]2[C:13]([C:29]3[CH:34]=[CH:33][C:32]([O:35][CH2:36][CH3:40])=[CH:31][CH:30]=3)=[C:14]3[C:19](=[CH:20][CH:21]=2)[CH:18]=[C:17]([C@:22]2([CH3:28])[CH2:26][O:25][C:24](=[O:27])[NH:23]2)[CH:16]=[CH:15]3)[CH2:7][CH2:6]1)([CH3:4])([CH3:3])[CH3:2]. (2) The product is: [CH2:13]([O:20][CH:3]1[CH:4]2[CH2:7][CH:1]([CH2:6][CH2:5]2)[CH:2]1[C:8]([OH:10])=[O:9])[C:14]1[CH:19]=[CH:18][CH:17]=[CH:16][CH:15]=1. Given the reactants [C:1]123C(=O)[O:10][C:8](=[O:9])[CH:2]1[CH2:3][CH:4]([CH2:7]2)[CH2:5][CH2:6]3.[CH2:13]([OH:20])[C:14]1[CH:19]=[CH:18][CH:17]=[CH:16][CH:15]=1, predict the reaction product. (3) Given the reactants [Cl:1][C:2]1[CH:3]=[C:4]([C@@H:8]([O:14]C(=O)N)[CH2:9][C:10]([N:12]=[O:13])=[O:11])[CH:5]=[CH:6][CH:7]=1.ClC1C=C([C@H](O)CO)C=CC=1, predict the reaction product. The product is: [Cl:1][C:2]1[CH:3]=[C:4]([C@@H:8]([OH:14])[CH2:9][C:10]([N:12]=[O:13])=[O:11])[CH:5]=[CH:6][CH:7]=1. (4) Given the reactants [CH3:1][C:2]([O:5][C:6]([NH:8][C@H:9]([C:21]([O:23][CH2:24][C:25]1[CH:30]=[CH:29][CH:28]=[CH:27][CH:26]=1)=[O:22])[CH2:10][C:11]([O:13]N1C(=O)CCC1=O)=O)=[O:7])([CH3:4])[CH3:3].[NH2:31][CH2:32][C@@H:33]([C@H:35]([C@@H:37]([C@@H:39]([CH2:41][OH:42])[OH:40])[OH:38])[OH:36])[OH:34].C(N(CC)CC)C, predict the reaction product. The product is: [C:2]([O:5][C:6]([NH:8][CH:9]([CH2:10][C:11](=[O:13])[NH:31][CH2:32][CH:33]([OH:34])[CH:35]([OH:36])[CH:37]([OH:38])[CH:39]([OH:40])[CH2:41][OH:42])[C:21]([O:23][CH2:24][C:25]1[CH:26]=[CH:27][CH:28]=[CH:29][CH:30]=1)=[O:22])=[O:7])([CH3:1])([CH3:3])[CH3:4]. (5) Given the reactants [BrH:1].[N+](=[CH:4][C:5]([C@@H:7]1[CH2:11][CH2:10][CH2:9][N:8]1[C:12]([O:14][C:15]([CH3:18])([CH3:17])[CH3:16])=[O:13])=[O:6])=[N-], predict the reaction product. The product is: [Br:1][CH2:4][C:5]([C@@H:7]1[CH2:11][CH2:10][CH2:9][N:8]1[C:12]([O:14][C:15]([CH3:18])([CH3:17])[CH3:16])=[O:13])=[O:6]. (6) The product is: [ClH:32].[C:1]([C:4]1[CH:5]=[C:6]([C:10]2[N:11]=[CH:12][N:13]([C:15]([N:17]([CH3:18])[CH:19]3[CH2:24][CH2:23][NH:22][CH2:21][CH2:20]3)=[O:16])[CH:14]=2)[CH:7]=[CH:8][CH:9]=1)(=[O:3])[NH2:2]. Given the reactants [C:1]([C:4]1[CH:5]=[C:6]([C:10]2[N:11]=[CH:12][N:13]([C:15]([N:17]([CH:19]3[CH2:24][CH2:23][N:22](C(OC(C)(C)C)=O)[CH2:21][CH2:20]3)[CH3:18])=[O:16])[CH:14]=2)[CH:7]=[CH:8][CH:9]=1)(=[O:3])[NH2:2].[ClH:32].C(OCC)C, predict the reaction product.